This data is from Catalyst prediction with 721,799 reactions and 888 catalyst types from USPTO. The task is: Predict which catalyst facilitates the given reaction. Product: [N:19]1([S:16]([C:13]2[CH:14]=[CH:15][C:10]([C:7]3[S:6][C:5]4=[N:4][CH:3]=[C:2]([C:33]5[CH:34]=[C:35]([C:40]([F:43])([F:42])[F:41])[C:36]([NH2:39])=[N:37][CH:38]=5)[N:9]4[N:8]=3)=[CH:11][CH:12]=2)(=[O:18])=[O:17])[CH2:24][CH2:23][O:22][CH2:21][CH2:20]1. The catalyst class is: 184. Reactant: I[C:2]1[N:9]2[C:5]([S:6][C:7]([C:10]3[CH:15]=[CH:14][C:13]([S:16]([N:19]4[CH2:24][CH2:23][O:22][CH2:21][CH2:20]4)(=[O:18])=[O:17])=[CH:12][CH:11]=3)=[N:8]2)=[N:4][CH:3]=1.CC1(C)C(C)(C)OB([C:33]2[CH:34]=[C:35]([C:40]([F:43])([F:42])[F:41])[C:36]([NH2:39])=[N:37][CH:38]=2)O1.C([O-])([O-])=O.[Na+].[Na+].